Predict the reaction yield, written as a fraction of the theoretical maximum amount of product (1.0 means a 100% yield; for example, 0.34 means a 34% yield). From a dataset of Reaction yield outcomes from USPTO patents with 853,638 reactions. (1) The product is [OH:2][CH:1]([C:3]1[CH:13]=[C:7]([C:8]([O:10][CH2:11][CH3:12])=[O:9])[CH:6]=[C:5]([CH:4]=1)[C:14]([O:16][CH2:17][CH3:18])=[O:15])[CH3:19]. The reactants are [CH:1]([C:3]1[CH:4]=[C:5]([C:14]([O:16][CH2:17][CH3:18])=[O:15])[CH:6]=[C:7]([CH:13]=1)[C:8]([O:10][CH2:11][CH3:12])=[O:9])=[O:2].[CH3:19][Mg+].[Br-]. The catalyst is CCOCC. The yield is 0.400. (2) The reactants are [NH2:1][C:2]1[C:3]([F:12])=[C:4]([CH:9]=[CH:10][CH:11]=1)[C:5]([O:7][CH3:8])=[O:6].N1C=CC=CC=1.[F:19][C:20]1[CH:25]=[CH:24][CH:23]=[C:22]([F:26])[C:21]=1[S:27](Cl)(=[O:29])=[O:28]. The catalyst is C(Cl)Cl. The product is [F:19][C:20]1[CH:25]=[CH:24][CH:23]=[C:22]([F:26])[C:21]=1[S:27]([NH:1][C:2]1[C:3]([F:12])=[C:4]([CH:9]=[CH:10][CH:11]=1)[C:5]([O:7][CH3:8])=[O:6])(=[O:29])=[O:28]. The yield is 0.870. (3) The reactants are [N:1]([CH:4]([CH3:14])[CH2:5][NH:6][C:7](=[O:13])[O:8][C:9]([CH3:12])([CH3:11])[CH3:10])=[N+]=[N-]. The catalyst is CO.[Pd]. The product is [NH2:1][CH:4]([CH3:14])[CH2:5][NH:6][C:7](=[O:13])[O:8][C:9]([CH3:11])([CH3:10])[CH3:12]. The yield is 0.837.